Task: Predict the reaction yield, written as a fraction of the theoretical maximum amount of product (1.0 means a 100% yield; for example, 0.34 means a 34% yield).. Dataset: Reaction yield outcomes from USPTO patents with 853,638 reactions The reactants are [Cl:1][C:2]1[CH:9]=[CH:8][C:5]([C:6]#[N:7])=[C:4](F)[CH:3]=1.Br.[CH3:12][N:13]([CH2:15][C:16]1[C:17]([S:23][CH3:24])=[C:18]([OH:22])[CH:19]=[CH:20][CH:21]=1)[CH3:14].C(=O)([O-])[O-].[Cs+].[Cs+].O. The catalyst is CN(C=O)C. The product is [Cl:1][C:2]1[CH:9]=[CH:8][C:5]([C:6]#[N:7])=[C:4]([O:22][C:18]2[CH:19]=[CH:20][CH:21]=[C:16]([CH2:15][N:13]([CH3:12])[CH3:14])[C:17]=2[S:23][CH3:24])[CH:3]=1. The yield is 0.580.